The task is: Predict the reactants needed to synthesize the given product.. This data is from Full USPTO retrosynthesis dataset with 1.9M reactions from patents (1976-2016). (1) Given the product [Cl:1][CH2:2][CH2:3][NH:4][C:5](=[O:18])[C:6]1[C:7]([F:17])=[CH:8][CH:9]=[CH:10][C:11]=1[S:12]([C:13]([CH3:14])([CH3:15])[CH3:16])=[O:19], predict the reactants needed to synthesize it. The reactants are: [Cl:1][CH2:2][CH2:3][NH:4][C:5](=[O:18])[C:6]1[C:11]([S:12][C:13]([CH3:16])([CH3:15])[CH3:14])=[CH:10][CH:9]=[CH:8][C:7]=1[F:17].[OH:19]OS([O-])=O.[K+].S(S([O-])=O)([O-])(=O)=O.[Na+].[Na+]. (2) Given the product [CH2:18]([CH:25]1[CH2:30][CH2:29][N:28]([CH2:13][C:12]2[CH:11]=[C:10]([C:8]([N:5]3[CH2:6][CH2:7][N:2]([CH3:1])[CH2:3][CH2:4]3)=[O:9])[CH:17]=[CH:16][CH:15]=2)[CH2:27][CH2:26]1)[C:19]1[CH:24]=[CH:23][CH:22]=[CH:21][CH:20]=1, predict the reactants needed to synthesize it. The reactants are: [CH3:1][N:2]1[CH2:7][CH2:6][N:5]([C:8]([C:10]2[CH:11]=[C:12]([CH:15]=[CH:16][CH:17]=2)[CH:13]=O)=[O:9])[CH2:4][CH2:3]1.[CH2:18]([CH:25]1[CH2:30][CH2:29][NH:28][CH2:27][CH2:26]1)[C:19]1[CH:24]=[CH:23][CH:22]=[CH:21][CH:20]=1. (3) The reactants are: [CH3:1][C:2]1([CH3:28])[C:14](=[CH2:15])[C:13](=[O:16])[C:12]2[C:11]3[C:6](=[CH:7][CH:8]=[CH:9][CH:10]=3)[N:5]([CH2:17][C:18]3[CH:27]=[CH:26][C:21]([C:22]([O:24][CH3:25])=[O:23])=[CH:20][CH:19]=3)[C:4]=2[CH2:3]1.[NH:29]1[CH2:34][CH2:33][O:32][CH2:31][CH2:30]1. Given the product [CH3:1][C:2]1([CH3:28])[CH:14]([CH2:15][N:29]2[CH2:34][CH2:33][O:32][CH2:31][CH2:30]2)[C:13](=[O:16])[C:12]2[C:11]3[C:6](=[CH:7][CH:8]=[CH:9][CH:10]=3)[N:5]([CH2:17][C:18]3[CH:19]=[CH:20][C:21]([C:22]([O:24][CH3:25])=[O:23])=[CH:26][CH:27]=3)[C:4]=2[CH2:3]1, predict the reactants needed to synthesize it. (4) Given the product [Br:1][C:2]1[CH:7]=[C:6]([O:20][C:17]2[CH:6]=[CH:7][CH:2]=[CH:3][CH:4]=2)[CH:5]=[C:4]([O:16][C:10]2[CH:15]=[CH:14][CH:13]=[CH:12][CH:11]=2)[CH:3]=1, predict the reactants needed to synthesize it. The reactants are: [Br:1][C:2]1[CH:7]=[C:6](F)[CH:5]=[C:4](F)[CH:3]=1.[C:10]1([OH:16])[CH:15]=[CH:14][CH:13]=[CH:12][CH:11]=1.[C:17](=[O:20])([O-])[O-].[K+].[K+].[Cl-].[Na+].